This data is from CYP2C9 inhibition data for predicting drug metabolism from PubChem BioAssay. The task is: Regression/Classification. Given a drug SMILES string, predict its absorption, distribution, metabolism, or excretion properties. Task type varies by dataset: regression for continuous measurements (e.g., permeability, clearance, half-life) or binary classification for categorical outcomes (e.g., BBB penetration, CYP inhibition). Dataset: cyp2c9_veith. (1) The drug is C[n+]1cc(-c2ccccc2)n2c1CCCCC2.[I-]. The result is 0 (non-inhibitor). (2) The compound is CCN(CC)c1ccc(NC(=O)CN2CCN(c3ccccc3F)CC2)cc1. The result is 1 (inhibitor). (3) The compound is Cn1c(SC2CCCCC2=O)nnc1-c1ccncc1. The result is 0 (non-inhibitor). (4) The molecule is COc1cccc(C=NC=Nc2cccc(OC)c2)c1. The result is 0 (non-inhibitor). (5) The result is 0 (non-inhibitor). The molecule is C[C@@H](Cc1ccc2c(c1)OC(C(=O)[O-])(C(=O)[O-])O2)NC[C@H](O)c1cccc(Cl)c1.[Na+].[Na+]. (6) The compound is Cc1ccnc(NS(=O)(=O)c2ccc(N=[N+]=[N-])cc2)n1. The result is 0 (non-inhibitor). (7) The molecule is OC[C@@H](O)CNc1ncnc2ccccc12. The result is 0 (non-inhibitor). (8) The compound is CC[n+]1c(P(=O)([O-])c2ccccc2)[nH]c2ccccc21. The result is 0 (non-inhibitor). (9) The drug is O=C(c1ccncc1)N1CCC[C@@]2(CCN(Cc3ccncc3)C2)C1. The result is 1 (inhibitor). (10) The drug is C[C@@]12CCC(=O)C=C1CC[C@H]1[C@@H]3CC=C(CC(=O)O)[C@]3(C)CC(=O)[C@H]12. The result is 0 (non-inhibitor).